Dataset: NCI-60 drug combinations with 297,098 pairs across 59 cell lines. Task: Regression. Given two drug SMILES strings and cell line genomic features, predict the synergy score measuring deviation from expected non-interaction effect. (1) Drug 1: CN(CC1=CN=C2C(=N1)C(=NC(=N2)N)N)C3=CC=C(C=C3)C(=O)NC(CCC(=O)O)C(=O)O. Drug 2: C1CN1P(=S)(N2CC2)N3CC3. Cell line: HL-60(TB). Synergy scores: CSS=62.0, Synergy_ZIP=-0.476, Synergy_Bliss=-1.82, Synergy_Loewe=-4.25, Synergy_HSA=0.892. (2) Drug 1: CC1CC2C3CCC4=CC(=O)C=CC4(C3(C(CC2(C1(C(=O)CO)O)C)O)F)C. Drug 2: CNC(=O)C1=NC=CC(=C1)OC2=CC=C(C=C2)NC(=O)NC3=CC(=C(C=C3)Cl)C(F)(F)F. Cell line: T-47D. Synergy scores: CSS=39.8, Synergy_ZIP=6.07, Synergy_Bliss=4.56, Synergy_Loewe=-11.0, Synergy_HSA=2.66. (3) Drug 1: CC(C1=C(C=CC(=C1Cl)F)Cl)OC2=C(N=CC(=C2)C3=CN(N=C3)C4CCNCC4)N. Drug 2: C1CN(CCN1C(=O)CCBr)C(=O)CCBr. Cell line: NCIH23. Synergy scores: CSS=18.6, Synergy_ZIP=-7.51, Synergy_Bliss=-4.92, Synergy_Loewe=-7.60, Synergy_HSA=-3.32. (4) Drug 1: C1=CC(=CC=C1CCCC(=O)O)N(CCCl)CCCl. Drug 2: CC1C(C(=O)NC(C(=O)N2CCCC2C(=O)N(CC(=O)N(C(C(=O)O1)C(C)C)C)C)C(C)C)NC(=O)C3=C4C(=C(C=C3)C)OC5=C(C(=O)C(=C(C5=N4)C(=O)NC6C(OC(=O)C(N(C(=O)CN(C(=O)C7CCCN7C(=O)C(NC6=O)C(C)C)C)C)C(C)C)C)N)C. Cell line: LOX IMVI. Synergy scores: CSS=39.5, Synergy_ZIP=27.0, Synergy_Bliss=27.8, Synergy_Loewe=28.6, Synergy_HSA=28.3. (5) Drug 1: CCC1=CC2CC(C3=C(CN(C2)C1)C4=CC=CC=C4N3)(C5=C(C=C6C(=C5)C78CCN9C7C(C=CC9)(C(C(C8N6C)(C(=O)OC)O)OC(=O)C)CC)OC)C(=O)OC.C(C(C(=O)O)O)(C(=O)O)O. Drug 2: CCN(CC)CCNC(=O)C1=C(NC(=C1C)C=C2C3=C(C=CC(=C3)F)NC2=O)C. Cell line: NCIH23. Synergy scores: CSS=38.9, Synergy_ZIP=2.93, Synergy_Bliss=3.76, Synergy_Loewe=-18.6, Synergy_HSA=1.08. (6) Drug 1: CC1=C2C(C(=O)C3(C(CC4C(C3C(C(C2(C)C)(CC1OC(=O)C(C(C5=CC=CC=C5)NC(=O)OC(C)(C)C)O)O)OC(=O)C6=CC=CC=C6)(CO4)OC(=O)C)OC)C)OC. Drug 2: CN(C(=O)NC(C=O)C(C(C(CO)O)O)O)N=O. Cell line: SK-MEL-28. Synergy scores: CSS=12.0, Synergy_ZIP=-0.481, Synergy_Bliss=-7.86, Synergy_Loewe=-21.8, Synergy_HSA=-5.93.